From a dataset of Peptide-MHC class I binding affinity with 185,985 pairs from IEDB/IMGT. Regression. Given a peptide amino acid sequence and an MHC pseudo amino acid sequence, predict their binding affinity value. This is MHC class I binding data. (1) The peptide sequence is SPGEIKPKF. The MHC is HLA-B53:01 with pseudo-sequence HLA-B53:01. The binding affinity (normalized) is 0.523. (2) The peptide sequence is KSTVKLVQR. The MHC is HLA-A33:01 with pseudo-sequence HLA-A33:01. The binding affinity (normalized) is 0.325. (3) The peptide sequence is ATYTGVFDK. The MHC is HLA-B15:17 with pseudo-sequence HLA-B15:17. The binding affinity (normalized) is 0.0847. (4) The peptide sequence is SNVKELVFK. The MHC is HLA-A68:01 with pseudo-sequence HLA-A68:01. The binding affinity (normalized) is 0.417. (5) The peptide sequence is HATMLDVDLR. The MHC is HLA-A68:01 with pseudo-sequence HLA-A68:01. The binding affinity (normalized) is 0.583. (6) The peptide sequence is RGYSNDLEM. The MHC is H-2-Kb with pseudo-sequence H-2-Kb. The binding affinity (normalized) is 0.169. (7) The peptide sequence is VVGKPYKEV. The MHC is HLA-A02:01 with pseudo-sequence HLA-A02:01. The binding affinity (normalized) is 0.299. (8) The peptide sequence is LRGNVAANK. The MHC is Mamu-B03 with pseudo-sequence Mamu-B03. The binding affinity (normalized) is 0. (9) The peptide sequence is FVNFNSVKDL. The MHC is HLA-A02:01 with pseudo-sequence HLA-A02:01. The binding affinity (normalized) is 0.360. (10) The peptide sequence is LPTLFGRGV. The MHC is HLA-B07:02 with pseudo-sequence HLA-B07:02. The binding affinity (normalized) is 0.804.